Dataset: Forward reaction prediction with 1.9M reactions from USPTO patents (1976-2016). Task: Predict the product of the given reaction. (1) Given the reactants [OH:1][NH:2]/[C:3](=[N:14]\[H])/[C:4]1[CH:9]=[CH:8][C:7]([C:10]([F:13])([F:12])[F:11])=[N:6][CH:5]=1.[F:16][C:17]1[CH:22]=[CH:21][C:20]([CH:23]2[CH2:27][CH2:26][N:25]([CH2:28][C:29](O)=O)[C:24]2=[O:32])=[CH:19][CH:18]=1.Cl.C(N=C=NCCCN(C)C)C, predict the reaction product. The product is: [F:16][C:17]1[CH:22]=[CH:21][C:20]([CH:23]2[CH2:27][CH2:26][N:25]([CH2:28][C:29]3[O:1][N:2]=[C:3]([C:4]4[CH:5]=[N:6][C:7]([C:10]([F:13])([F:12])[F:11])=[CH:8][CH:9]=4)[N:14]=3)[C:24]2=[O:32])=[CH:19][CH:18]=1. (2) Given the reactants C([O:3][C:4]([C:6]1[C:14]2[C:9](=[N:10][C:11]([NH:15][C:16](=[O:24])[C:17]3[CH:22]=[CH:21][C:20]([CH3:23])=[CH:19][CH:18]=3)=[CH:12][CH:13]=2)[N:8]([C:25]([CH3:28])([CH3:27])[CH3:26])[CH:7]=1)=[O:5])C.[OH-].[Na+], predict the reaction product. The product is: [C:25]([N:8]1[C:9]2=[N:10][C:11]([NH:15][C:16](=[O:24])[C:17]3[CH:22]=[CH:21][C:20]([CH3:23])=[CH:19][CH:18]=3)=[CH:12][CH:13]=[C:14]2[C:6]([C:4]([OH:5])=[O:3])=[CH:7]1)([CH3:28])([CH3:26])[CH3:27]. (3) Given the reactants [C:1]([O:5][C:6](=[O:25])[NH:7][C:8]1[CH2:9][O:10][CH2:11][C:12]([C:17]2[CH:22]=[C:21]([NH2:23])[CH:20]=[CH:19][C:18]=2[F:24])([CH:14]([F:16])[F:15])[N:13]=1)([CH3:4])([CH3:3])[CH3:2].[Br:26][C:27]1[CH:28]=[CH:29][C:30]([C:33](O)=[O:34])=[N:31][CH:32]=1.C1C=NC2N(O)N=NC=2C=1.CCN=C=NCCCN(C)C.Cl, predict the reaction product. The product is: [C:1]([O:5][C:6](=[O:25])[NH:7][C:8]1[CH2:9][O:10][CH2:11][C:12]([C:17]2[CH:22]=[C:21]([NH:23][C:33]([C:30]3[CH:29]=[CH:28][C:27]([Br:26])=[CH:32][N:31]=3)=[O:34])[CH:20]=[CH:19][C:18]=2[F:24])([CH:14]([F:16])[F:15])[N:13]=1)([CH3:4])([CH3:2])[CH3:3]. (4) Given the reactants [C:1]1([C@H:7]([CH2:9][OH:10])[NH2:8])[CH:6]=[CH:5][CH:4]=[CH:3][CH:2]=1.[C:11]([O:15][C:16]([N:18]1[CH2:23][CH2:22][C:21](=O)[CH2:20][CH2:19]1)=[O:17])([CH3:14])([CH3:13])[CH3:12].[BH-](OC(C)=O)(OC(C)=O)OC(C)=O.[Na+], predict the reaction product. The product is: [C:11]([O:15][C:16]([N:18]1[CH2:23][CH2:22][CH:21]([NH:8][C@H:7]([C:1]2[CH:6]=[CH:5][CH:4]=[CH:3][CH:2]=2)[CH2:9][OH:10])[CH2:20][CH2:19]1)=[O:17])([CH3:14])([CH3:12])[CH3:13]. (5) Given the reactants [CH3:1]C([O-])(C)C.[K+].[I-].C[S+](C)(C)=O.[CH3:13][C:14]1[S:15][C:16]2[C:21]([N:22]=1)=[CH:20][CH:19]=[C:18]([C:23]([C:25]1[CH:30]=[CH:29][CH:28]=[CH:27][CH:26]=1)=[CH2:24])[N:17]=2.[NH4+].[Cl-], predict the reaction product. The product is: [CH3:13][C:14]1[S:15][C:16]2[C:21]([N:22]=1)=[CH:20][CH:19]=[C:18]([C:23]1([C:25]3[CH:30]=[CH:29][CH:28]=[CH:27][CH:26]=3)[CH2:1][CH2:24]1)[N:17]=2. (6) Given the reactants [C:1](=[NH:20])([O:3][CH2:4][CH2:5][C:6]1[CH:11]=[CH:10][C:9]([O:12][C:13]2[CH:18]=[CH:17][C:16]([F:19])=[CH:15][CH:14]=2)=[CH:8][CH:7]=1)[NH2:2].[CH:21]([CH:23]([CH2:28][C:29]1[CH:30]=[N:31][C:32]([O:35][CH3:36])=[N:33][CH:34]=1)[C:24](OC)=O)=[O:22].C([O-])([O-])=O.[K+].[K+], predict the reaction product. The product is: [F:19][C:16]1[CH:17]=[CH:18][C:13]([O:12][C:9]2[CH:8]=[CH:7][C:6]([CH2:5][CH2:4][O:3][C:1]3[NH:2][CH:24]=[C:23]([CH2:28][C:29]4[CH:30]=[N:31][C:32]([O:35][CH3:36])=[N:33][CH:34]=4)[C:21](=[O:22])[N:20]=3)=[CH:11][CH:10]=2)=[CH:14][CH:15]=1.